This data is from Full USPTO retrosynthesis dataset with 1.9M reactions from patents (1976-2016). The task is: Predict the reactants needed to synthesize the given product. (1) The reactants are: C1C=N/C(=C\NNC(N)=S)/C(=O)C=1.CC([C@@H](O)C(NCCC(NCCS)=O)=O)(COP(OP(OC[C@H]1O[C@@H](N2C3N=CN=C(N)C=3N=C2)[C@H](O)[C@@H]1OP(O)(O)=O)(O)=O)(O)=O)C.[C:62]([S:67][CH2:68][CH2:69][NH:70][C:71](=[O:114])[CH2:72][CH2:73][NH:74][C:75](=[O:113])[C@H:76]([OH:112])[C:77]([CH3:111])([CH3:110])[CH2:78][O:79][P:80]([OH:109])(=[O:108])[O:81][P:82]([OH:107])(=[O:106])[O:83][CH2:84][C@H:85]1[O:89][C@@H:88]([N:90]2[C:99]3[N:98]=[CH:97][N:96]=[C:94]([NH2:95])[C:93]=3[N:92]=[CH:91]2)[C@H:87]([OH:100])[C@@H:86]1[O:101][P:102]([OH:105])([OH:104])=[O:103])(=[O:66])[CH:63]([CH3:65])O.C(SCCNC(=O)CCNC(=O)[C@H](O)C(C)(C)COP(O)(=O)OP(O)(=O)OC[C@H]1O[C@@H](N2C3N=CN=C(N)C=3N=C2)[C@H](O)[C@@H]1OP(O)(O)=O)(=O)C=C. Given the product [C:62]([S:67][CH2:68][CH2:69][NH:70][C:71](=[O:114])[CH2:72][CH2:73][NH:74][C:75](=[O:113])[C@H:76]([OH:112])[C:77]([CH3:111])([CH3:110])[CH2:78][O:79][P:80]([OH:109])(=[O:108])[O:81][P:82]([OH:107])(=[O:106])[O:83][CH2:84][C@H:85]1[O:89][C@@H:88]([N:90]2[C:99]3[N:98]=[CH:97][N:96]=[C:94]([NH2:95])[C:93]=3[N:92]=[CH:91]2)[C@H:87]([OH:100])[C@@H:86]1[O:101][P:102]([OH:105])([OH:104])=[O:103])(=[O:66])[CH2:63][CH3:65], predict the reactants needed to synthesize it. (2) Given the product [C:1]1([C:53]2[CH:54]=[CH:55][CH:56]=[CH:57][CH:58]=2)[CH:6]=[CH:5][C:4]([C@@:7]2([O:51][CH3:52])[CH2:24][N:23]3[C@H:9]([C:10](=[O:50])[NH:11][C@:12]4([C:47](=[O:48])[NH:77][S:74]([CH:71]5[CH2:73][CH2:72]5)(=[O:76])=[O:75])[CH2:46][C@H:13]4[CH:14]=[CH:15][CH2:16][CH2:17][CH2:18][N:19]([S:34]([C:37]4[CH:42]=[CH:41][CH:40]=[CH:39][C:38]=4[N+:43]([O-:45])=[O:44])(=[O:36])=[O:35])[CH2:20][C@H:21]([NH:26][C:27](=[O:28])[O:29][C:30]([CH3:33])([CH3:31])[CH3:32])[C:22]3=[O:25])[CH2:8]2)=[CH:3][CH:2]=1, predict the reactants needed to synthesize it. The reactants are: [C:1]1([C:53]2[CH:58]=[CH:57][CH:56]=[CH:55][CH:54]=2)[CH:6]=[CH:5][C:4]([C@@:7]2([O:51][CH3:52])[CH2:24][N:23]3[C@H:9]([C:10](=[O:50])[NH:11][C@:12]4([C:47](O)=[O:48])[CH2:46][C@H:13]4[CH:14]=[CH:15][CH2:16][CH2:17][CH2:18][N:19]([S:34]([C:37]4[CH:42]=[CH:41][CH:40]=[CH:39][C:38]=4[N+:43]([O-:45])=[O:44])(=[O:36])=[O:35])[CH2:20][C@H:21]([NH:26][C:27]([O:29][C:30]([CH3:33])([CH3:32])[CH3:31])=[O:28])[C:22]3=[O:25])[CH2:8]2)=[CH:3][CH:2]=1.C1N=CN(C(N2C=NC=C2)=O)C=1.[CH:71]1([S:74]([NH2:77])(=[O:76])=[O:75])[CH2:73][CH2:72]1.C1CCN2C(=NCCC2)CC1.Cl. (3) Given the product [CH:10]1([C:3]2[C:2]([NH:1][C:24](=[O:25])[CH2:23][C:20]3[CH:21]=[CH:22][C:17]([O:16][CH3:15])=[CH:18][CH:19]=3)=[C:6]([C:7]([NH2:9])=[O:8])[O:5][N:4]=2)[CH2:11][CH2:12][CH2:13][CH2:14]1, predict the reactants needed to synthesize it. The reactants are: [NH2:1][C:2]1[C:3]([CH:10]2[CH2:14][CH2:13][CH2:12][CH2:11]2)=[N:4][O:5][C:6]=1[C:7]([NH2:9])=[O:8].[CH3:15][O:16][C:17]1[CH:22]=[CH:21][C:20]([CH2:23][C:24](Cl)=[O:25])=[CH:19][CH:18]=1. (4) Given the product [NH:25]1[CH:18]=[C:17]([CH2:22][C:14]2[CH:13]=[C:12]([NH:8][C:1](=[O:5])[CH2:2][CH3:3])[CH:11]=[CH:16][CH:15]=2)[N:23]=[CH:24]1, predict the reactants needed to synthesize it. The reactants are: [C:1]([OH:5])(=O)[CH2:2][CH3:3].O.O[N:8]1[C:12]2[CH:13]=[CH:14][CH:15]=[CH:16][C:11]=2N=N1.[CH:17]1([N:23]=[C:24]=[NH:25])[CH2:22]CCC[CH2:18]1.NCCN(CCN)CCN.